Dataset: Full USPTO retrosynthesis dataset with 1.9M reactions from patents (1976-2016). Task: Predict the reactants needed to synthesize the given product. (1) Given the product [C:33]([O:37][C:38]([N:40]([C:45]1[CH:46]=[CH:47][C:51]([C:66]([NH:2][CH2:3][C:4]([O:6][C@H:7]([C:18]2[CH:23]=[CH:22][C:21]([O:24][CH:25]([F:27])[F:26])=[C:20]([O:28][CH2:29][CH:30]3[CH2:32][CH2:31]3)[CH:19]=2)[CH2:8][C:9]2[C:14]([Cl:15])=[CH:13][N+:12]([O-:16])=[CH:11][C:10]=2[Cl:17])=[O:5])=[O:67])=[CH:52][C:53]=1[O:54][CH2:55][CH:56]1[CH2:57][CH2:58]1)[S:41]([CH3:44])(=[O:42])=[O:43])=[O:39])([CH3:36])([CH3:34])[CH3:35], predict the reactants needed to synthesize it. The reactants are: Cl.[NH2:2][CH2:3][C:4]([O:6][C@H:7]([C:18]1[CH:23]=[CH:22][C:21]([O:24][CH:25]([F:27])[F:26])=[C:20]([O:28][CH2:29][CH:30]2[CH2:32][CH2:31]2)[CH:19]=1)[CH2:8][C:9]1[C:14]([Cl:15])=[CH:13][N+:12]([O-:16])=[CH:11][C:10]=1[Cl:17])=[O:5].[C:33]([O:37][C:38]([N:40]([C:45]1[CH:46]=[C:47]([CH:51]=[CH:52][C:53]=1[O:54][CH2:55][CH:56]1[CH2:58][CH2:57]1)C(O)=O)[S:41]([CH3:44])(=[O:43])=[O:42])=[O:39])([CH3:36])([CH3:35])[CH3:34].C(Cl)CCl.CN([CH:66]=[O:67])C. (2) Given the product [Cl:1][C:2]1[CH:9]=[CH:8][C:5]([CH:6]([OH:7])[CH2:13][CH:12]=[CH2:11])=[CH:4][CH:3]=1, predict the reactants needed to synthesize it. The reactants are: [Cl:1][C:2]1[CH:9]=[CH:8][C:5]([CH:6]=[O:7])=[CH:4][CH:3]=1.Br[CH2:11][CH:12]=[CH2:13]. (3) Given the product [Cl:31][CH2:32][CH2:33][S:34]([N:1]1[CH2:6][CH2:5][CH:4]([C:7]2[C:15]3[C:10](=[C:11]([C:21]([NH2:23])=[O:22])[CH:12]=[C:13]([C:16]4[S:17][CH:18]=[CH:19][CH:20]=4)[CH:14]=3)[NH:9][CH:8]=2)[CH2:3][CH2:2]1)(=[O:36])=[O:35], predict the reactants needed to synthesize it. The reactants are: [NH:1]1[CH2:6][CH2:5][CH:4]([C:7]2[C:15]3[C:10](=[C:11]([C:21]([NH2:23])=[O:22])[CH:12]=[C:13]([C:16]4[S:17][CH:18]=[CH:19][CH:20]=4)[CH:14]=3)[NH:9][CH:8]=2)[CH2:3][CH2:2]1.C(N(CC)CC)C.[Cl:31][CH2:32][CH2:33][S:34](Cl)(=[O:36])=[O:35]. (4) Given the product [C:1]([O:5][C:6](=[O:33])[NH:7][C@@H:8]([CH2:22][C:23]1([CH3:34])[C:28](=[O:29])[O:27][C:26]([CH3:31])([CH3:30])[O:25][C:24]1=[O:32])[CH2:9][C:10]1[CH:11]=[CH:12][C:13]([C:16]2[CH:21]=[CH:20][CH:19]=[CH:18][CH:17]=2)=[CH:14][CH:15]=1)([CH3:4])([CH3:2])[CH3:3], predict the reactants needed to synthesize it. The reactants are: [C:1]([O:5][C:6](=[O:33])[NH:7][C@@H:8]([CH2:22][CH:23]1[C:28](=[O:29])[O:27][C:26]([CH3:31])([CH3:30])[O:25][C:24]1=[O:32])[CH2:9][C:10]1[CH:15]=[CH:14][C:13]([C:16]2[CH:21]=[CH:20][CH:19]=[CH:18][CH:17]=2)=[CH:12][CH:11]=1)([CH3:4])([CH3:3])[CH3:2].[C:34]([O-])([O-])=O.[K+].[K+].CI.[Na+].[Cl-]. (5) Given the product [C:1]1([C:11]#[C:12][CH:13]([OH:14])[CH2:17][CH:16]=[CH2:15])[C:10]2[C:5](=[CH:6][CH:7]=[CH:8][CH:9]=2)[CH:4]=[CH:3][CH:2]=1, predict the reactants needed to synthesize it. The reactants are: [C:1]1([C:11]#[C:12][CH:13]=[O:14])[C:10]2[C:5](=[CH:6][CH:7]=[CH:8][CH:9]=2)[CH:4]=[CH:3][CH:2]=1.[CH2:15]([Mg]Br)[CH:16]=[CH2:17]. (6) Given the product [NH2:18][CH2:17][C@H:16]([CH:28]([CH3:30])[CH3:29])[C:14]([N:11]1[CH2:12][CH2:13][C@@:8]([C:5]2[CH:4]=[CH:3][C:2]([Cl:1])=[CH:7][CH:6]=2)([OH:33])[C:9]([CH3:31])([CH3:32])[CH2:10]1)=[O:15], predict the reactants needed to synthesize it. The reactants are: [Cl:1][C:2]1[CH:7]=[CH:6][C:5]([C@@:8]2([OH:33])[CH2:13][CH2:12][N:11]([C:14]([C@@H:16]([CH:28]([CH3:30])[CH3:29])[CH2:17][NH:18]C(=O)OCC[Si](C)(C)C)=[O:15])[CH2:10][C:9]2([CH3:32])[CH3:31])=[CH:4][CH:3]=1.ClC1C=CC(C(NC(C(C)C)CC(N2CC[C@@](C3C=CC(Cl)=CC=3)(O)C(C)(C)C2)=O)=O)=CC=1.CCCC[N+](CCCC)(CCCC)CCCC.[F-].CCOC(C)=O. (7) Given the product [Cl:8][C:9]1[CH:10]=[C:11]([CH:30]=[CH:31][C:32]=1[O:33][CH2:34][C:35]1[CH:40]=[CH:39][CH:38]=[C:37]([F:41])[CH:36]=1)[NH:12][C:13]1[C:22]2[C:17](=[CH:18][C:19]([O:29][CH2:43][CH2:44][CH2:45][Cl:46])=[CH:20][C:21]=2[O:23][CH:24]2[CH2:28][CH2:27][O:26][CH2:25]2)[N:16]=[CH:15][N:14]=1, predict the reactants needed to synthesize it. The reactants are: FC(F)(F)C(O)=O.[Cl:8][C:9]1[CH:10]=[C:11]([CH:30]=[CH:31][C:32]=1[O:33][CH2:34][C:35]1[CH:40]=[CH:39][CH:38]=[C:37]([F:41])[CH:36]=1)[NH:12][C:13]1[C:22]2[C:17](=[CH:18][C:19]([OH:29])=[CH:20][C:21]=2[O:23][CH:24]2[CH2:28][CH2:27][O:26][CH2:25]2)[N:16]=[CH:15][N:14]=1.Br[CH2:43][CH2:44][CH2:45][Cl:46].